From a dataset of Full USPTO retrosynthesis dataset with 1.9M reactions from patents (1976-2016). Predict the reactants needed to synthesize the given product. (1) Given the product [CH2:15]1[CH2:16][O:17][C:7]([C:9]2[CH:14]=[CH:13][CH:12]=[CH:11][CH:10]=2)([CH2:6][CH2:5][CH2:4][N:1]=[N+:2]=[N-:3])[O:8]1, predict the reactants needed to synthesize it. The reactants are: [N:1]([CH2:4][CH2:5][CH2:6][C:7]([C:9]1[CH:14]=[CH:13][CH:12]=[CH:11][CH:10]=1)=[O:8])=[N+:2]=[N-:3].[CH2:15](O)[CH2:16][OH:17].O. (2) Given the product [NH2:19][C:20]([NH:1][C:2]1[CH:6]=[C:5]([C:7]2[CH:11]=[CH:10][S:9][CH:8]=2)[S:4][C:3]=1[C:12]([NH2:14])=[O:13])=[O:21], predict the reactants needed to synthesize it. The reactants are: [NH2:1][C:2]1[CH:6]=[C:5]([C:7]2[CH:11]=[CH:10][S:9][CH:8]=2)[S:4][C:3]=1[C:12]([NH2:14])=[O:13].C[Si]([N:19]=[C:20]=[O:21])(C)C. (3) Given the product [N:4]1[NH:3][N:2]=[N:1][C:5]=1[C:6]1[NH:7][C:8]2[C:13]([C:14]=1[C:20]1[CH:21]=[CH:22][C:17]([CH:15]=[O:16])=[CH:18][CH:19]=1)=[CH:12][CH:11]=[CH:10][CH:9]=2, predict the reactants needed to synthesize it. The reactants are: [N:1]1[NH:2][N:3]=[N:4][C:5]=1[C:6]1[NH:7][C:8]2[C:13]([CH:14]=1)=[CH:12][CH:11]=[CH:10][CH:9]=2.[CH:15]([C:17]1[CH:22]=[CH:21][C:20](B(O)O)=[CH:19][CH:18]=1)=[O:16].C(N(CC)C(C)C)(C)C. (4) Given the product [NH2:45][C:42]1[N:43]=[CH:44][C:39]([C:2]2[N:3]=[C:4]([N:25]3[CH2:30][CH2:29][O:28][CH2:27][CH2:26]3)[C:5]3[CH:10]=[C:9]([CH2:11][N:12]4[CH2:17][CH2:16][N:15]([C:18]([O:20][C:21]([CH3:24])([CH3:23])[CH3:22])=[O:19])[CH2:14][CH2:13]4)[S:8][C:6]=3[N:7]=2)=[CH:40][N:41]=1, predict the reactants needed to synthesize it. The reactants are: Cl[C:2]1[N:3]=[C:4]([N:25]2[CH2:30][CH2:29][O:28][CH2:27][CH2:26]2)[C:5]2[CH:10]=[C:9]([CH2:11][N:12]3[CH2:17][CH2:16][N:15]([C:18]([O:20][C:21]([CH3:24])([CH3:23])[CH3:22])=[O:19])[CH2:14][CH2:13]3)[S:8][C:6]=2[N:7]=1.CC1(C)C(C)(C)OB([C:39]2[CH:40]=[N:41][C:42]([NH2:45])=[N:43][CH:44]=2)O1. (5) Given the product [C:1]1([C:7](=[N:8][CH:9]([CH2:23][C:22]([CH3:25])=[CH2:21])[C:10]([O:12][CH2:13][CH3:14])=[O:11])[C:15]2[CH:20]=[CH:19][CH:18]=[CH:17][CH:16]=2)[CH:2]=[CH:3][CH:4]=[CH:5][CH:6]=1, predict the reactants needed to synthesize it. The reactants are: [C:1]1([C:7]([C:15]2[CH:20]=[CH:19][CH:18]=[CH:17][CH:16]=2)=[N:8][CH2:9][C:10]([O:12][CH2:13][CH3:14])=[O:11])[CH:6]=[CH:5][CH:4]=[CH:3][CH:2]=1.[CH3:21][C:22]([CH3:25])([O-])[CH3:23].[Na+].C(Cl)C(=C)C. (6) Given the product [C:42]([O:46][C:47]([N:49]1[CH2:54][CH2:53][N:52]([C:23](=[O:25])[C:22]2[CH:26]=[CH:27][CH:28]=[CH:29][C:21]=2[Br:20])[CH2:51][CH2:50]1)=[O:48])([CH3:45])([CH3:43])[CH3:44], predict the reactants needed to synthesize it. The reactants are: C1C=CC2N(O)N=NC=2C=1.CCN(C(C)C)C(C)C.[Br:20][C:21]1[CH:29]=[CH:28][CH:27]=[CH:26][C:22]=1[C:23]([OH:25])=O.CCN=C=NCCCN(C)C.Cl.[C:42]([O:46][C:47]([N:49]1[CH2:54][CH2:53][NH:52][CH2:51][CH2:50]1)=[O:48])([CH3:45])([CH3:44])[CH3:43]. (7) Given the product [CH2:13]([N:3]([CH2:1][CH3:2])[C:4](=[O:12])[C:5]1[CH:10]=[CH:9][C:8]([O:11][CH2:23][CH2:24][N:25]2[CH2:30][CH2:29][O:28][CH2:27][CH2:26]2)=[CH:7][CH:6]=1)[CH3:14], predict the reactants needed to synthesize it. The reactants are: [CH2:1]([N:3]([CH2:13][CH3:14])[C:4](=[O:12])[C:5]1[CH:10]=[CH:9][C:8]([OH:11])=[CH:7][CH:6]=1)[CH3:2].C([O-])([O-])=O.[K+].[K+].Cl.Cl[CH2:23][CH2:24][N:25]1[CH2:30][CH2:29][O:28][CH2:27][CH2:26]1. (8) Given the product [Cl:40][C:39]1[CH:38]=[CH:37][C:21]([C:22]([N:24]2[CH2:25][CH2:26][N:27]([C:30]([O:32][C:33]([CH3:35])([CH3:34])[CH3:36])=[O:31])[CH2:28][CH2:29]2)=[O:23])=[CH:20][C:19]=1[N:17]([CH3:18])[C:15]([C:13]1[S:12][C:11]2[C:5]3[CH:4]=[CH:3][C:2]([C:64](=[O:63])[NH:85][CH3:84])=[CH:41][C:6]=3[O:7][CH2:8][CH2:9][C:10]=2[CH:14]=1)=[O:16], predict the reactants needed to synthesize it. The reactants are: Br[C:2]1[CH:3]=[CH:4][C:5]2[C:11]3[S:12][C:13]([C:15]([N:17]([C:19]4[CH:20]=[C:21]([CH:37]=[CH:38][C:39]=4[Cl:40])[C:22]([N:24]4[CH2:29][CH2:28][N:27]([C:30]([O:32][C:33]([CH3:36])([CH3:35])[CH3:34])=[O:31])[CH2:26][CH2:25]4)=[O:23])[CH3:18])=[O:16])=[CH:14][C:10]=3[CH2:9][CH2:8][O:7][C:6]=2[CH:41]=1.CC1(C)C2[C:64](=C(P(C3C=CC=CC=3)C3C=CC=CC=3)C=CC=2)[O:63]C2C(P(C3C=CC=CC=3)C3C=CC=CC=3)=CC=CC1=2.[CH3:84][NH2:85].Cl.C([O-])([O-])=O.[Na+].[Na+]. (9) Given the product [CH2:38]([C:35]1[CH:36]=[N:37][C:32]([C:29]2[CH:28]=[CH:27][C:26]([CH2:25][CH2:24][CH2:23][O:12][C:11]3[C:2]([F:1])=[C:3]4[C:8](=[CH:9][C:10]=3[F:13])[CH2:7][N:6]([S:14]([CH3:17])(=[O:16])=[O:15])[CH2:5][CH2:4]4)=[CH:31][CH:30]=2)=[N:33][CH:34]=1)[CH3:39], predict the reactants needed to synthesize it. The reactants are: [F:1][C:2]1[C:11]([OH:12])=[C:10]([F:13])[CH:9]=[C:8]2[C:3]=1[CH2:4][CH2:5][N:6]([S:14]([CH3:17])(=[O:16])=[O:15])[CH2:7]2.CS(O[CH2:23][CH2:24][CH2:25][C:26]1[CH:31]=[CH:30][C:29]([C:32]2[N:37]=[CH:36][C:35]([CH2:38][CH3:39])=[CH:34][N:33]=2)=[CH:28][CH:27]=1)(=O)=O.C([O-])([O-])=O.[Cs+].[Cs+].